Dataset: Forward reaction prediction with 1.9M reactions from USPTO patents (1976-2016). Task: Predict the product of the given reaction. (1) Given the reactants C([O:3][C:4]([C@@H:6]1[CH2:10][C@@H:9]([S:11]([C:14]2[CH:19]=[CH:18][CH:17]=[CH:16][CH:15]=2)(=[O:13])=[O:12])[CH2:8][C@H:7]1[C:20]([N:22]1[CH2:27][CH2:26][O:25][CH2:24][CH2:23]1)=[O:21])=[O:5])C.[Li+].[OH-], predict the reaction product. The product is: [C:14]1([S:11]([C@@H:9]2[CH2:10][C@@H:6]([C:4]([OH:5])=[O:3])[C@H:7]([C:20]([N:22]3[CH2:27][CH2:26][O:25][CH2:24][CH2:23]3)=[O:21])[CH2:8]2)(=[O:13])=[O:12])[CH:15]=[CH:16][CH:17]=[CH:18][CH:19]=1. (2) Given the reactants [Cl:1][C:2]1[CH:3]=[CH:4][C:5]2[NH:11][C:10](=[N:12][NH:13][C:14](=O)[CH2:15][F:16])[C@@H:9]([CH2:18][C:19]([O:21][CH2:22][CH3:23])=[O:20])[O:8][C@H:7]([C:24]3[CH:29]=[CH:28][CH:27]=[C:26]([O:30][CH3:31])[C:25]=3[O:32][CH3:33])[C:6]=2[CH:34]=1, predict the reaction product. The product is: [Cl:1][C:2]1[CH:3]=[CH:4][C:5]2[N:11]3[C:14]([CH2:15][F:16])=[N:13][N:12]=[C:10]3[C@@H:9]([CH2:18][C:19]([O:21][CH2:22][CH3:23])=[O:20])[O:8][C@H:7]([C:24]3[CH:29]=[CH:28][CH:27]=[C:26]([O:30][CH3:31])[C:25]=3[O:32][CH3:33])[C:6]=2[CH:34]=1. (3) Given the reactants [O:1]=[C:2]([C:16]1[N:20]([CH3:21])[N:19]=[C:18]([CH3:22])[C:17]=1[CH3:23])[CH:3]([C:6]1[CH:11]=[CH:10][C:9]([C:12]([CH3:15])([CH3:14])[CH3:13])=[CH:8][CH:7]=1)[C:4]#[N:5].C(N(CC)CC)C.[C:31](Cl)(=[O:36])[C:32]([CH3:35])([CH3:34])[CH3:33], predict the reaction product. The product is: [CH3:33][C:32]([CH3:35])([CH3:34])[C:31]([O:1]/[C:2](/[C:16]1[N:20]([CH3:21])[N:19]=[C:18]([CH3:22])[C:17]=1[CH3:23])=[C:3](\[C:6]1[CH:7]=[CH:8][C:9]([C:12]([CH3:15])([CH3:14])[CH3:13])=[CH:10][CH:11]=1)/[C:4]#[N:5])=[O:36]. (4) The product is: [C:27]([OH:33])(=[O:26])[C:17]([OH:19])=[O:20].[CH3:25][O:26][C:27](=[O:33])[C@H:28]([CH:30]([CH3:32])[CH3:31])[NH:29][CH2:2][C:3]1[CH:8]=[CH:7][C:6]([C:9]2[CH:14]=[CH:13][CH:12]=[CH:11][C:10]=2[C:15]#[N:16])=[CH:5][CH:4]=1. Given the reactants Br[CH2:2][C:3]1[CH:8]=[CH:7][C:6]([C:9]2[CH:14]=[CH:13][CH:12]=[CH:11][C:10]=2[C:15]#[N:16])=[CH:5][CH:4]=1.[C:17](=[O:20])([O-:19])[O-].[K+].[K+].[I-].[K+].[CH3:25][O:26][C:27](=[O:33])[C@H:28]([CH:30]([CH3:32])[CH3:31])[NH2:29], predict the reaction product. (5) Given the reactants Br[C:2]1[C:10]2[C:5](=[CH:6][CH:7]=[C:8]([C:11]#[N:12])[CH:9]=2)[N:4]([CH:13]2[CH2:18][CH2:17][CH2:16][CH2:15][O:14]2)[N:3]=1.[O:19]1[C:23]2[CH:24]=[CH:25][CH:26]=[CH:27][C:22]=2[CH:21]=[C:20]1B(O)O.P([O-])([O-])([O-])=O.[K+].[K+].[K+], predict the reaction product. The product is: [O:19]1[C:23]2[CH:24]=[CH:25][CH:26]=[CH:27][C:22]=2[CH:21]=[C:20]1[C:2]1[C:10]2[C:5](=[CH:6][CH:7]=[C:8]([C:11]#[N:12])[CH:9]=2)[N:4]([CH:13]2[CH2:18][CH2:17][CH2:16][CH2:15][O:14]2)[N:3]=1. (6) The product is: [C:2]([C:7]1[O:11][C:10]([CH2:12][N:13]2[CH:17]=[CH:16][C:15]([NH:18][C:32]([C:27]3[N:28]=[C:29]([CH3:31])[O:30][C:26]=3[C:22]3[CH:23]=[CH:24][CH:25]=[C:20]([F:19])[CH:21]=3)=[O:33])=[N:14]2)=[CH:9][CH:8]=1)(=[O:6])[CH3:1]. Given the reactants [CH3:1][C:2]1([C:7]2[O:11][C:10]([CH2:12][N:13]3[CH:17]=[CH:16][C:15]([NH2:18])=[N:14]3)=[CH:9][CH:8]=2)[O:6]CCO1.[F:19][C:20]1[CH:21]=[C:22]([C:26]2[O:30][C:29]([CH3:31])=[N:28][C:27]=2[C:32](O)=[O:33])[CH:23]=[CH:24][CH:25]=1, predict the reaction product. (7) Given the reactants [CH2:1]([O:8][C:9](=[O:33])[C@@H:10]([NH:25][C:26]([O:28][C:29]([CH3:32])([CH3:31])[CH3:30])=[O:27])[CH2:11][CH2:12][C:13](=O)[NH:14][C:15]1[CH:20]=[C:19]([CH3:21])[C:18]([CH3:22])=[CH:17][C:16]=1[NH2:23])[C:2]1[CH:7]=[CH:6][CH:5]=[CH:4][CH:3]=1.[CH:34](=O)[CH2:35][CH3:36].C(O[BH-](OC(=O)C)OC(=O)C)(=O)C.[Na+].[OH-].[Na+], predict the reaction product. The product is: [CH2:1]([O:8][C:9](=[O:33])[C@@H:10]([NH:25][C:26]([O:28][C:29]([CH3:32])([CH3:31])[CH3:30])=[O:27])[CH2:11][CH2:12][C:13]1[N:23]([CH2:34][CH2:35][CH3:36])[C:16]2[CH:17]=[C:18]([CH3:22])[C:19]([CH3:21])=[CH:20][C:15]=2[N:14]=1)[C:2]1[CH:7]=[CH:6][CH:5]=[CH:4][CH:3]=1. (8) Given the reactants [CH2:1]([O:3][C:4]([C:6]([CH3:21])([O:8][C:9]1[CH:14]=[CH:13][C:12]([CH2:15][CH2:16][CH2:17][C:18]([OH:20])=O)=[CH:11][CH:10]=1)[CH3:7])=[O:5])[CH3:2].C(Cl)(=O)C(Cl)=O.CN(C)C=O.CS(O)(=O)=O.[CH3:38][NH:39][C:40]([N:42]([CH2:44][C:45]1[CH:50]=[CH:49][C:48]([C:51]([CH3:54])([CH3:53])[CH3:52])=[CH:47][CH:46]=1)[NH2:43])=[O:41].N1C=CC=CC=1, predict the reaction product. The product is: [CH2:1]([O:3][C:4]([C:6]([CH3:7])([O:8][C:9]1[CH:10]=[CH:11][C:12]([CH2:15][CH2:16][CH2:17][C:18]([NH:43][N:42]([CH2:44][C:45]2[CH:46]=[CH:47][C:48]([C:51]([CH3:54])([CH3:53])[CH3:52])=[CH:49][CH:50]=2)[C:40]([NH:39][CH3:38])=[O:41])=[O:20])=[CH:13][CH:14]=1)[CH3:21])=[O:5])[CH3:2]. (9) Given the reactants [C:1]([O:4][CH2:5][C@H:6]1[CH2:11][C@@H:10]([O:12][C:13](=[O:15])[CH3:14])[CH2:9][CH2:8][C@@:7]1([C@H:17]1[CH2:25][CH2:24][C@@:23]2([CH3:26])[C@@H:19]([CH2:20][CH2:21][C:22]2=[CH2:27])[C@@H:18]1[CH2:28]O)[CH3:16])(=[O:3])[CH3:2].CCN(CC)CC.CS(Cl)(=O)=O.[N:42]1[C:46]2[CH:47]=[CH:48][CH:49]=[CH:50][C:45]=2[NH:44][CH:43]=1.[H-].[Na+].S([O-])(=O)(=O)C, predict the reaction product. The product is: [C:13]([O:12][C@H:10]1[CH2:9][CH2:8][C@@:7]([C@H:17]2[CH2:25][CH2:24][C@@:23]3([CH3:26])[C@@H:19]([CH2:20][CH2:21][C:22]3=[CH2:27])[C@@H:18]2[CH2:28][N:42]2[C:46]3[CH:47]=[CH:48][CH:49]=[CH:50][C:45]=3[N:44]=[CH:43]2)([CH3:16])[C@@H:6]([CH2:5][O:4][C:1](=[O:3])[CH3:2])[CH2:11]1)(=[O:15])[CH3:14].